This data is from Forward reaction prediction with 1.9M reactions from USPTO patents (1976-2016). The task is: Predict the product of the given reaction. (1) Given the reactants [CH2:1]([C@@:5]1([C:30]([O:32][C:33]([CH3:36])([CH3:35])[CH3:34])=[O:31])[CH2:9][C@H:8]([C:10]([O-])=O)[C@H:7]([C:13]2[S:14][CH:15]=[CH:16][N:17]=2)[N:6]1[C:18](=[O:29])[C:19]1[CH:24]=[CH:23][C:22]([C:25]([CH3:28])([CH3:27])[CH3:26])=[CH:21][CH:20]=1)[CH:2]([CH3:4])[CH3:3].[OH2:37].[NH2:38][NH2:39], predict the reaction product. The product is: [CH2:1]([C@@:5]1([C:30]([O:32][C:33]([CH3:34])([CH3:35])[CH3:36])=[O:31])[CH2:9][C@@H:8]([C:10]([NH:38][NH2:39])=[O:37])[C@H:7]([C:13]2[S:14][CH:15]=[CH:16][N:17]=2)[N:6]1[C:18](=[O:29])[C:19]1[CH:20]=[CH:21][C:22]([C:25]([CH3:26])([CH3:27])[CH3:28])=[CH:23][CH:24]=1)[CH:2]([CH3:4])[CH3:3]. (2) Given the reactants [N:1]1[N:5]2[C:6]3[CH:14]=[CH:13][CH:12]=[CH:11][C:7]=3[O:8][CH2:9][CH2:10][C:4]2=[N:3][C:2]=1[C:15]([O:17]C)=[O:16].CO.O.[OH-].[Li+], predict the reaction product. The product is: [N:1]1[N:5]2[C:6]3[CH:14]=[CH:13][CH:12]=[CH:11][C:7]=3[O:8][CH2:9][CH2:10][C:4]2=[N:3][C:2]=1[C:15]([OH:17])=[O:16]. (3) Given the reactants [F:1][C:2]1[CH:11]=[CH:10][C:5]2[O:6][CH2:7][CH2:8][O:9][C:4]=2[CH:3]=1.NC1C=C[C:16]2[O:17]CCOC=2C=1.COC(Cl)Cl, predict the reaction product. The product is: [F:1][C:2]1[C:11]([CH:16]=[O:17])=[CH:10][C:5]2[O:6][CH2:7][CH2:8][O:9][C:4]=2[CH:3]=1. (4) Given the reactants [CH3:1][O:2][C:3]([NH:5][C@H:6]([C:17]([OH:19])=[O:18])[CH2:7][C:8]1[CH:13]=[CH:12][C:11]([N+:14]([O-])=O)=[CH:10][CH:9]=1)=[O:4], predict the reaction product. The product is: [NH2:14][C:11]1[CH:10]=[CH:9][C:8]([CH2:7][C@@H:6]([C:17]([OH:19])=[O:18])[NH:5][C:3]([O:2][CH3:1])=[O:4])=[CH:13][CH:12]=1. (5) Given the reactants [OH:1][C:2]1[C:11]2[C:6](=[CH:7][CH:8]=[CH:9][CH:10]=2)[C:5]([CH:12]=[O:13])=[CH:4][CH:3]=1.[CH2:14]([O:16][C:17](=[O:30])[CH:18]([CH2:24][CH2:25][CH2:26][CH2:27][CH2:28]Br)[C:19]([O:21][CH2:22][CH3:23])=[O:20])[CH3:15].C(=O)([O-])[O-].[K+].[K+], predict the reaction product. The product is: [CH2:14]([O:16][C:17](=[O:30])[CH:18]([CH2:24][CH2:25][CH2:26][CH2:27][CH2:28][O:1][C:2]1[C:11]2[C:6](=[CH:7][CH:8]=[CH:9][CH:10]=2)[C:5]([CH:12]=[O:13])=[CH:4][CH:3]=1)[C:19]([O:21][CH2:22][CH3:23])=[O:20])[CH3:15].